From a dataset of Reaction yield outcomes from USPTO patents with 853,638 reactions. Predict the reaction yield, written as a fraction of the theoretical maximum amount of product (1.0 means a 100% yield; for example, 0.34 means a 34% yield). (1) The reactants are [F:1][CH:2]([F:43])[C:3]1[N:7]([C:8]2[N:13]=[C:12]([NH:14][CH:15]3[CH2:20][CH2:19][N:18]([C:21]([O:23][C:24]([CH3:27])([CH3:26])[CH3:25])=[O:22])[CH2:17][CH2:16]3)[C:11]([N+:28]([O-])=O)=[C:10]([N:31]3[CH2:36][CH2:35][O:34][CH2:33][CH2:32]3)[N:9]=2)[C:6]2[CH:37]=[CH:38][CH:39]=[C:40]([O:41][CH3:42])[C:5]=2[N:4]=1. The catalyst is CO.C1COCC1.[Pd]. The product is [NH2:28][C:11]1[C:12]([NH:14][CH:15]2[CH2:20][CH2:19][N:18]([C:21]([O:23][C:24]([CH3:27])([CH3:26])[CH3:25])=[O:22])[CH2:17][CH2:16]2)=[N:13][C:8]([N:7]2[C:6]3[CH:37]=[CH:38][CH:39]=[C:40]([O:41][CH3:42])[C:5]=3[N:4]=[C:3]2[CH:2]([F:1])[F:43])=[N:9][C:10]=1[N:31]1[CH2:32][CH2:33][O:34][CH2:35][CH2:36]1. The yield is 0.940. (2) The catalyst is [Pd]. The yield is 0.800. The reactants are [CH3:1][N:2]1[CH:6]=[C:5]([N+:7]([O-])=O)[CH:4]=[C:3]1[C:10]([OH:12])=[O:11].[H][H].[C:15](=O)([O-])[O-:16].[Na+].[Na+]. The product is [CH3:1][N:2]1[CH:6]=[C:5]([NH:7][CH:15]=[O:16])[CH:4]=[C:3]1[C:10]([OH:12])=[O:11]. (3) The reactants are [CH2:1]([O:3][C:4](=[O:31])[C:5]([CH3:30])([CH:11]1[CH2:20][CH2:19][C:18]2[C:13](=[CH:14][CH:15]=[C:16]([CH2:21][CH2:22][CH2:23][CH2:24][CH2:25][CH2:26][CH2:27][CH3:28])[CH:17]=2)[C:12]1=O)[C:6]([O:8][CH2:9][CH3:10])=[O:7])[CH3:2].C(Cl)Cl.C([SiH](CC)CC)C. The catalyst is [Ti](Cl)(Cl)(Cl)Cl. The product is [CH3:30][C:5]([CH:11]1[CH2:20][CH2:19][C:18]2[C:13](=[CH:14][CH:15]=[C:16]([CH2:21][CH2:22][CH2:23][CH2:24][CH2:25][CH2:26][CH2:27][CH3:28])[CH:17]=2)[CH2:12]1)([C:4]([O:3][CH2:1][CH3:2])=[O:31])[C:6]([O:8][CH2:9][CH3:10])=[O:7]. The yield is 0.567.